Dataset: TCR-epitope binding with 47,182 pairs between 192 epitopes and 23,139 TCRs. Task: Binary Classification. Given a T-cell receptor sequence (or CDR3 region) and an epitope sequence, predict whether binding occurs between them. (1) The epitope is KRWIILGLNK. The TCR CDR3 sequence is CASSFHTGDNEQFF. Result: 0 (the TCR does not bind to the epitope). (2) Result: 1 (the TCR binds to the epitope). The epitope is LPRRSGAAGA. The TCR CDR3 sequence is CATSRGDEVGEQYF.